Dataset: Reaction yield outcomes from USPTO patents with 853,638 reactions. Task: Predict the reaction yield, written as a fraction of the theoretical maximum amount of product (1.0 means a 100% yield; for example, 0.34 means a 34% yield). (1) The product is [C:1]([C:5]1[CH:6]=[CH:7][C:8]([CH:11]([C:17]([C:19]2[N:23]([CH3:24])[N:22]=[C:21]([CH3:25])[C:20]=2[CH3:26])=[O:16])[C:12]#[N:13])=[CH:9][CH:10]=1)([CH3:4])([CH3:2])[CH3:3]. The reactants are [C:1]([C:5]1[CH:10]=[CH:9][C:8]([CH2:11][C:12]#[N:13])=[CH:7][CH:6]=1)([CH3:4])([CH3:3])[CH3:2].C([O:16][C:17]([C:19]1[N:23]([CH3:24])[N:22]=[C:21]([CH3:25])[C:20]=1[CH3:26])=O)C.C(OCCOCCO)C.CO.C[O-].[Na+]. The catalyst is COCCOCCOC.CCCCCCC. The yield is 0.940. (2) The reactants are [ClH:1].[N+:2]([C:5]1[CH:16]=[CH:15][C:8]([CH2:9][C@@H:10]([C:12]([OH:14])=[O:13])[NH2:11])=[CH:7][CH:6]=1)([O-:4])=[O:3].[CH2:17](O)[CH2:18][OH:19]. The product is [ClH:1].[OH:19][CH2:18][CH2:17][O:13][C:12](=[O:14])[C@H:10]([CH2:9][C:8]1[CH:7]=[CH:6][C:5]([N+:2]([O-:4])=[O:3])=[CH:16][CH:15]=1)[NH2:11]. No catalyst specified. The yield is 0.739. (3) The reactants are [F:1][C:2]1[CH:3]=[CH:4][C:5]([CH2:8][O:9][C:10]2[CH:15]=[CH:14][N:13]([C:16]3[CH:21]=[CH:20][C:19]4[C:22]5[CH2:27][CH2:26][N:25](C(OC(C)(C)C)=O)[CH2:24][C:23]=5[O:35][C:18]=4[CH:17]=3)[C:12](=[O:36])[CH:11]=2)=[N:6][CH:7]=1.Cl.C([O-])(O)=O.[Na+]. The catalyst is CO.CCOCC.C(Cl)Cl. The product is [F:1][C:2]1[CH:3]=[CH:4][C:5]([CH2:8][O:9][C:10]2[CH:15]=[CH:14][N:13]([C:16]3[CH:21]=[CH:20][C:19]4[C:22]5[CH2:27][CH2:26][NH:25][CH2:24][C:23]=5[O:35][C:18]=4[CH:17]=3)[C:12](=[O:36])[CH:11]=2)=[N:6][CH:7]=1. The yield is 0.910. (4) The reactants are [CH3:1][C:2]1[CH:9]=[C:8]([CH3:10])[CH:7]=[C:6]([N+:11]([O-:13])=[O:12])[C:3]=1[C:4]#[N:5].OO.CS(C)=[O:18].[OH-].[K+]. The catalyst is CO.O. The product is [CH3:10][C:8]1[CH:9]=[C:2]([CH3:1])[C:3]([C:4]([NH2:5])=[O:18])=[C:6]([N+:11]([O-:13])=[O:12])[CH:7]=1. The yield is 0.430. (5) The reactants are [Br:1][C:2]1[CH:3]=[CH:4][C:5]([CH2:8]Br)=[N:6][CH:7]=1.[CH3:10][NH:11][CH3:12]. The catalyst is C1COCC1.C(Cl)Cl. The product is [Br:1][C:2]1[CH:3]=[CH:4][C:5]([CH2:8][N:11]([CH3:12])[CH3:10])=[N:6][CH:7]=1. The yield is 0.640. (6) The reactants are [H-].[Na+].[NH:3]1[CH:7]=[CH:6][CH:5]=[N:4]1.[Br:8][C:9]1[CH:10]=[C:11](F)[C:12]([N+:16]([O-:18])=[O:17])=[C:13]([F:15])[CH:14]=1. The catalyst is C1COCC1. The product is [Br:8][C:9]1[CH:14]=[C:13]([F:15])[C:12]([N+:16]([O-:18])=[O:17])=[C:11]([N:3]2[CH:7]=[CH:6][CH:5]=[N:4]2)[CH:10]=1. The yield is 0.860. (7) The reactants are [OH:1][C:2]1[CH:7]=[CH:6][C:5]([N:8]2[C:13](=[O:14])[C:12]([CH2:15][C:16]3[CH:21]=[CH:20][C:19]([C:22]4[C:23]([C:28]#[N:29])=[CH:24][CH:25]=[CH:26][CH:27]=4)=[CH:18][CH:17]=3)=[C:11]([CH2:30][CH2:31][CH3:32])[N:10]=[C:9]2[CH3:33])=[CH:4][CH:3]=1.[F:34][CH2:35][CH:36](O)[CH3:37].C1(P(C2C=CC=CC=2)C2C=CC=CC=2)C=CC=CC=1.[N:59]([C:60]([O:62]C(C)C)=[O:61])=[N:59][C:60]([O:62]C(C)C)=[O:61]. The catalyst is O1CCCC1.O.C(OCC)(=O)C. The product is [F:34][CH2:35][CH:36]([CH3:37])[O:1][C:2]1[CH:3]=[CH:4][C:5]([N:8]2[C:13](=[O:14])[C:12]([CH2:15][C:16]3[CH:21]=[CH:20][C:19]([C:22]4[CH:27]=[CH:26][CH:25]=[CH:24][C:23]=4[C:28]4[NH:59][C:60](=[O:61])[O:62][N:29]=4)=[CH:18][CH:17]=3)=[C:11]([CH2:30][CH2:31][CH3:32])[N:10]=[C:9]2[CH3:33])=[CH:6][CH:7]=1. The yield is 0.570. (8) The reactants are Cl[C:2]1[C:7]2[N:8]=[C:9]([C:13]3[C:14]([NH2:18])=[N:15][O:16][N:17]=3)[N:10]([CH2:11][CH3:12])[C:6]=2[CH:5]=[C:4]([O:19][CH2:20][C:21]2[CH:26]=[CH:25][CH:24]=[CH:23][CH:22]=2)[N:3]=1.[CH3:27][C:28]([OH:32])([C:30]#[CH:31])[CH3:29]. The catalyst is CN(C=O)C.CCN(CC)CC.[Cu]I.Cl[Pd](Cl)([P](C1C=CC=CC=1)(C1C=CC=CC=1)C1C=CC=CC=1)[P](C1C=CC=CC=1)(C1C=CC=CC=1)C1C=CC=CC=1. The product is [NH2:18][C:14]1[C:13]([C:9]2[N:10]([CH2:11][CH3:12])[C:6]3[CH:5]=[C:4]([O:19][CH2:20][C:21]4[CH:26]=[CH:25][CH:24]=[CH:23][CH:22]=4)[N:3]=[C:2]([C:31]#[C:30][C:28]([CH3:29])([OH:32])[CH3:27])[C:7]=3[N:8]=2)=[N:17][O:16][N:15]=1. The yield is 0.440. (9) The reactants are [H-].[Al+3].[Li+].[H-].[H-].[H-].[Cl:7][C:8]1[CH:9]=[C:10]2[C:14](=[CH:15][CH:16]=1)[N:13]([S:17]([C:20]1[CH:25]=[CH:24][CH:23]=[CH:22][CH:21]=1)(=[O:19])=[O:18])[C:12]([C:26](OC)=[O:27])=[CH:11]2. The catalyst is O1CCCC1. The product is [Cl:7][C:8]1[CH:9]=[C:10]2[C:14](=[CH:15][CH:16]=1)[N:13]([S:17]([C:20]1[CH:25]=[CH:24][CH:23]=[CH:22][CH:21]=1)(=[O:19])=[O:18])[C:12]([CH2:26][OH:27])=[CH:11]2. The yield is 0.910.